From a dataset of Forward reaction prediction with 1.9M reactions from USPTO patents (1976-2016). Predict the product of the given reaction. (1) Given the reactants [CH2:1]([N:3]1[CH2:8][CH2:7][C:6](=[CH:9][C:10]2[CH:18]=[CH:17][C:13]([C:14]([OH:16])=[O:15])=[CH:12][C:11]=2[C:19]([F:22])([F:21])[F:20])[CH2:5][CH2:4]1)[CH3:2], predict the reaction product. The product is: [CH2:1]([N:3]1[CH2:8][CH2:7][CH:6]([CH2:9][C:10]2[CH:18]=[CH:17][C:13]([C:14]([OH:16])=[O:15])=[CH:12][C:11]=2[C:19]([F:21])([F:20])[F:22])[CH2:5][CH2:4]1)[CH3:2]. (2) Given the reactants [Cl:1][C:2]1[CH:3]=[C:4]([NH:8][C:9](=[O:13])[O:10][CH2:11][CH3:12])[CH:5]=[CH:6][CH:7]=1.[H-].[Na+].Cl[C:17]1[C:22]([N+:23]([O-:25])=[O:24])=[CH:21][C:20]([N+:26]([O-:28])=[O:27])=[CH:19][C:18]=1[C:29]([F:32])([F:31])[F:30].Cl, predict the reaction product. The product is: [Cl:1][C:2]1[CH:3]=[C:4]([N:8]([C:17]2[C:18]([C:29]([F:31])([F:32])[F:30])=[CH:19][C:20]([N+:26]([O-:28])=[O:27])=[CH:21][C:22]=2[N+:23]([O-:25])=[O:24])[C:9](=[O:13])[O:10][CH2:11][CH3:12])[CH:5]=[CH:6][CH:7]=1. (3) Given the reactants [CH3:1][C:2]1[CH:10]=[C:9]2[C:5]([CH:6]=[N:7][NH:8]2)=[CH:4][C:3]=1[NH:11][C:12]1[C:13]2[C:20]([C:21]([OH:23])=O)=[CH:19][NH:18][C:14]=2[N:15]=[CH:16][N:17]=1.[CH3:24][NH:25][CH3:26], predict the reaction product. The product is: [CH3:24][N:25]([CH3:26])[C:21]([C:20]1[C:13]2[C:12]([NH:11][C:3]3[CH:4]=[C:5]4[C:9](=[CH:10][C:2]=3[CH3:1])[NH:8][N:7]=[CH:6]4)=[N:17][CH:16]=[N:15][C:14]=2[NH:18][CH:19]=1)=[O:23]. (4) Given the reactants COC1C=C(OC)C=CC=1C[NH:6][C:7]1[CH:16]=[N:15][C:14]2[C:9](=[CH:10][C:11]([O:17][CH3:18])=[CH:12][CH:13]=2)[N:8]=1.[C:25]([OH:31])([C:27]([F:30])([F:29])[F:28])=[O:26], predict the reaction product. The product is: [F:28][C:27]([F:30])([F:29])[C:25]([OH:31])=[O:26].[CH3:18][O:17][C:11]1[CH:10]=[C:9]2[C:14]([N:15]=[CH:16][C:7]([NH2:6])=[N:8]2)=[CH:13][CH:12]=1. (5) Given the reactants [C:1]([SiH2:5][O:6][C:7]([CH3:17])([CH3:16])[C@H:8]1[CH2:13][CH2:12][C@H:11]([CH2:14][OH:15])[CH2:10][CH2:9]1)([CH3:4])([CH3:3])[CH3:2].[CH3:18][S:19](Cl)(=[O:21])=[O:20].C(N(CC)CC)C, predict the reaction product. The product is: [C:1]([SiH2:5][O:6][C:7]([CH3:17])([CH3:16])[C@H:8]1[CH2:9][CH2:10][C@H:11]([CH2:14][O:15][S:19]([CH3:18])(=[O:21])=[O:20])[CH2:12][CH2:13]1)([CH3:4])([CH3:3])[CH3:2]. (6) Given the reactants [Br:1][C:2]1[CH:3]=[CH:4][C:5]2[O:9][C:8]([C:10](O)=[O:11])=[C:7]([CH3:13])[C:6]=2[C:14]=1[O:15][CH3:16].B.C1COCC1, predict the reaction product. The product is: [Br:1][C:2]1[CH:3]=[CH:4][C:5]2[O:9][C:8]([CH2:10][OH:11])=[C:7]([CH3:13])[C:6]=2[C:14]=1[O:15][CH3:16].